Task: Regression. Given a peptide amino acid sequence and an MHC pseudo amino acid sequence, predict their binding affinity value. This is MHC class II binding data.. Dataset: Peptide-MHC class II binding affinity with 134,281 pairs from IEDB The peptide sequence is RLLVLDAVALERWPG. The MHC is DRB4_0101 with pseudo-sequence DRB4_0103. The binding affinity (normalized) is 0.751.